From a dataset of Reaction yield outcomes from USPTO patents with 853,638 reactions. Predict the reaction yield, written as a fraction of the theoretical maximum amount of product (1.0 means a 100% yield; for example, 0.34 means a 34% yield). (1) The reactants are Cl[CH2:2][C:3]1[N:4]=[C:5]([C:8]2[CH:13]=[CH:12][CH:11]=[CH:10][CH:9]=2)[S:6][CH:7]=1.[OH:14][C:15]1[CH:36]=[CH:35][C:18]([CH2:19][O:20]/[N:21]=[C:22](/[C:29]2[CH:34]=[CH:33][CH:32]=[CH:31][CH:30]=2)\[CH2:23][CH2:24][C:25]([O:27][CH3:28])=[O:26])=[CH:17][CH:16]=1.C(=O)([O-])[O-].[K+].[K+].CN(C)C=O. The catalyst is C(OCC)(=O)C.CCCCCC.O. The product is [C:29]1(/[C:22](=[N:21]/[O:20][CH2:19][C:18]2[CH:35]=[CH:36][C:15]([O:14][CH2:2][C:3]3[N:4]=[C:5]([C:8]4[CH:13]=[CH:12][CH:11]=[CH:10][CH:9]=4)[S:6][CH:7]=3)=[CH:16][CH:17]=2)/[CH2:23][CH2:24][C:25]([O:27][CH3:28])=[O:26])[CH:30]=[CH:31][CH:32]=[CH:33][CH:34]=1. The yield is 0.630. (2) The reactants are I[C:2]1[N:7]=[N:6][C:5]([N:8]2[CH2:12][C:11]([CH3:14])([CH3:13])[N:10]([CH3:15])[C:9]2=[O:16])=[CH:4][CH:3]=1.[C:17]([C:19]1[CH:24]=[CH:23][CH:22]=[C:21]([CH3:25])[CH:20]=1)#[CH:18].C(N(CC)CC)C.C1(P(C2C=CC=CC=2)C2C=CC=CC=2)C=CC=CC=1. The catalyst is C1COCC1.C(OCC)(=O)C.C1C=CC(P(C2C=CC=CC=2)C2C=CC=CC=2)=CC=1.C1C=CC(P(C2C=CC=CC=2)C2C=CC=CC=2)=CC=1.Cl[Pd]Cl.[Cu]I. The product is [CH3:15][N:10]1[C:11]([CH3:14])([CH3:13])[CH2:12][N:8]([C:5]2[N:6]=[N:7][C:2]([C:18]#[C:17][C:19]3[CH:20]=[C:21]([CH3:25])[CH:22]=[CH:23][CH:24]=3)=[CH:3][CH:4]=2)[C:9]1=[O:16]. The yield is 0.250. (3) The reactants are [CH3:1][C:2]1[CH:7]=[CH:6][CH:5]=[CH:4][C:3]=1[NH:8][C:9]1[O:10][C:11]2[CH:17]=[C:16]([CH2:18][C:19](O)=[O:20])[CH:15]=[CH:14][C:12]=2[N:13]=1.[F:22][C@@H:23]1[CH2:27][NH:26][C@H:25]([CH2:28][O:29][CH2:30][CH2:31][CH2:32][CH2:33][C:34]([O:36]C)=[O:35])[CH2:24]1.CCN=C=NCCCN(C)C.Cl.C1C=CC2N(O)N=NC=2C=1.C(N(CC)CC)C. The catalyst is CN(C=O)C. The product is [F:22][C@@H:23]1[CH2:27][N:26]([C:19](=[O:20])[CH2:18][C:16]2[CH:15]=[CH:14][C:12]3[N:13]=[C:9]([NH:8][C:3]4[CH:4]=[CH:5][CH:6]=[CH:7][C:2]=4[CH3:1])[O:10][C:11]=3[CH:17]=2)[C@H:25]([CH2:28][O:29][CH2:30][CH2:31][CH2:32][CH2:33][C:34]([OH:36])=[O:35])[CH2:24]1. The yield is 1.00. (4) The yield is 0.530. The catalyst is CN(C=O)C.O. The reactants are [Cl:1][C:2]1[CH:7]=[C:6]([OH:8])[CH:5]=[CH:4][N:3]=1.[H-].[Na+].[Br:11][C:12]1[C:13](F)=[CH:14][C:15]([F:21])=[C:16]([N+:18]([O-:20])=[O:19])[CH:17]=1. The product is [Br:11][C:12]1[CH:17]=[C:16]([N+:18]([O-:20])=[O:19])[C:15]([F:21])=[CH:14][C:13]=1[O:8][C:6]1[CH:5]=[CH:4][N:3]=[C:2]([Cl:1])[CH:7]=1. (5) The reactants are [O:1]=[C:2]1[N:6]([C:7]2[CH:8]=[CH:9][C:10]3[C:16](=[O:17])[CH2:15][CH2:14][CH2:13][CH2:12][C:11]=3[CH:18]=2)[CH2:5][C@H:4]([CH2:19][NH:20][C:21](=[O:23])[CH3:22])[O:3]1.[Li+].C[Si]([N-][Si](C)(C)C)(C)C.[C:34](Cl)(=[O:38])[CH:35]([CH3:37])[CH3:36].Cl. The catalyst is C1COCC1. The product is [C:34]([CH:15]1[CH2:14][CH2:13][CH2:12][C:11]2[CH:18]=[C:7]([N:6]3[CH2:5][C@H:4]([CH2:19][NH:20][C:21](=[O:23])[CH3:22])[O:3][C:2]3=[O:1])[CH:8]=[CH:9][C:10]=2[C:16]1=[O:17])(=[O:38])[CH:35]([CH3:37])[CH3:36]. The yield is 0.230. (6) The yield is 0.710. The catalyst is CO.[OH-].[Na+]. The product is [F:1][C:2]1[C:3]([C:24]2[N:25]([CH:30]([CH3:32])[CH3:31])[C:26]([CH3:29])=[N:27][CH:28]=2)=[N:4][C:5]([NH:8][CH:9]2[CH2:14][CH2:13][N:12]([S:15]([CH:18]3[CH2:23][CH2:22][N:21]([CH:34]([CH3:36])[CH3:33])[CH2:20][CH2:19]3)(=[O:16])=[O:17])[CH2:11][CH2:10]2)=[N:6][CH:7]=1. The reactants are [F:1][C:2]1[C:3]([C:24]2[N:25]([CH:30]([CH3:32])[CH3:31])[C:26]([CH3:29])=[N:27][CH:28]=2)=[N:4][C:5]([NH:8][CH:9]2[CH2:14][CH2:13][N:12]([S:15]([CH:18]3[CH2:23][CH2:22][NH:21][CH2:20][CH2:19]3)(=[O:17])=[O:16])[CH2:11][CH2:10]2)=[N:6][CH:7]=1.[CH3:33][C:34]([CH3:36])=O.C([BH3-])#N.[Na+].Cl. (7) The reactants are C([N:8]1[CH2:13][CH2:12][CH2:11][CH:10]([N:14]([C:19]2[CH:24]=[CH:23][CH:22]=[CH:21][CH:20]=2)[C:15](=[O:18])[CH2:16][CH3:17])[CH2:9]1)C1C=CC=CC=1. The catalyst is [Pd].CO. The product is [C:19]1([N:14]([CH:10]2[CH2:11][CH2:12][CH2:13][NH:8][CH2:9]2)[C:15](=[O:18])[CH2:16][CH3:17])[CH:20]=[CH:21][CH:22]=[CH:23][CH:24]=1. The yield is 0.970. (8) The reactants are [CH2:1]([O:3][C:4]([C:6]1[CH:7]=[C:8]2[C:13](=[CH:14][CH:15]=1)[NH:12][CH:11]([C:16]1[CH:21]=[CH:20][CH:19]=[C:18]([N+:22]([O-:24])=[O:23])[CH:17]=1)[C:10]([CH3:26])([CH3:25])[CH:9]2O)=[O:5])[CH3:2].C([SiH](CC)CC)C. The catalyst is FC(F)(F)C(O)=O. The product is [CH2:1]([O:3][C:4]([C:6]1[CH:7]=[C:8]2[C:13](=[CH:14][CH:15]=1)[NH:12][CH:11]([C:16]1[CH:21]=[CH:20][CH:19]=[C:18]([N+:22]([O-:24])=[O:23])[CH:17]=1)[C:10]([CH3:25])([CH3:26])[CH2:9]2)=[O:5])[CH3:2]. The yield is 0.410.